The task is: Predict the reactants needed to synthesize the given product.. This data is from Full USPTO retrosynthesis dataset with 1.9M reactions from patents (1976-2016). (1) The reactants are: [H-].[Na+].[C:3](=[O:10])([O:7][CH2:8][CH3:9])OCC.[C:11]([C:14]1[CH:22]=[CH:21][CH:20]=[C:19]2[C:15]=1[C:16]1([C:36]3[C:27](=[CH:28][C:29]4[O:34][CH2:33][CH2:32][O:31][C:30]=4[CH:35]=3)[O:26][CH2:25]1)[C:17](=[O:24])[N:18]2[CH3:23])(=[O:13])[CH3:12].O. Given the product [CH3:23][N:18]1[C:19]2[C:15](=[C:14]([C:11](=[O:13])[CH2:12][C:3]([O:7][CH2:8][CH3:9])=[O:10])[CH:22]=[CH:21][CH:20]=2)[C:16]2([C:36]3[C:27](=[CH:28][C:29]4[O:34][CH2:33][CH2:32][O:31][C:30]=4[CH:35]=3)[O:26][CH2:25]2)[C:17]1=[O:24], predict the reactants needed to synthesize it. (2) The reactants are: C[O:2][C:3]([C:5]1[CH:6]=[C:7]([CH:18]=[CH:19][C:20]=1[O:21][CH3:22])[O:8][C:9]1[CH:14]=[CH:13][C:12]([N+:15]([O-:17])=[O:16])=[CH:11][CH:10]=1)=[O:4].[OH-].[K+].O. Given the product [C:3]([C:5]1[CH:6]=[C:7]([CH:18]=[CH:19][C:20]=1[O:21][CH3:22])[O:8][C:9]1[CH:10]=[CH:11][C:12]([N+:15]([O-:17])=[O:16])=[CH:13][CH:14]=1)([OH:4])=[O:2], predict the reactants needed to synthesize it. (3) Given the product [F:41][C:40]([F:43])([F:42])[C:47]([OH:48])=[O:17].[CH3:14][C:4]1([CH3:5])[N:6]([CH2:7][C:8]2[CH:9]=[CH:10][N:11]=[CH:12][CH:13]=2)[C:16](=[O:17])[N:23]([C:27]2[CH:26]=[CH:31][C:32]3[C:33]([C:40]([F:43])([F:41])[F:42])=[CH:34][C:35](=[O:39])[O:36][C:37]=3[CH:38]=2)[C:3]1=[O:15], predict the reactants needed to synthesize it. The reactants are: CO[C:3](=[O:15])[C:4]([CH3:14])([NH:6][CH2:7][C:8]1[CH:13]=[CH:12][N:11]=[CH:10][CH:9]=1)[CH3:5].[C:16]([N:23]1[CH:27]=[CH:26]N=C1)(N1C=CN=C1)=[O:17].NC1[CH:38]=[C:37]2[C:32]([C:33]([C:40]([F:43])([F:42])[F:41])=[CH:34][C:35](=[O:39])[O:36]2)=[CH:31]C=1.CN([CH:47]=[O:48])C. (4) Given the product [C:26]([O:25][C@H:24]1[C@H:29]([O:30][C:31](=[O:33])[CH3:32])[C@@H:34]([CH2:36][O:37][C:38](=[O:40])[CH3:39])[O:35][C@@H:22]([O:21][CH2:19][CH:18]=[CH2:13])[C@@H:23]1[NH:41][C:42](=[O:47])[C:43]([Cl:46])([Cl:45])[Cl:44])(=[O:28])[CH3:27], predict the reactants needed to synthesize it. The reactants are: [Si](OS(C(F)(F)F)(=O)=O)(C)(C)C.[CH2:13](O)C=C.Cl[C:18](Cl)(Cl)[C:19]([O:21][C@H:22]1[O:35][C@H:34]([CH2:36][O:37][C:38](=[O:40])[CH3:39])[C@@H:29]([O:30][C:31](=[O:33])[CH3:32])[C@H:24]([O:25][C:26](=[O:28])[CH3:27])[C@H:23]1[NH:41][C:42](=[O:47])[C:43]([Cl:46])([Cl:45])[Cl:44])=N.CCOC(C)=O.